Dataset: Forward reaction prediction with 1.9M reactions from USPTO patents (1976-2016). Task: Predict the product of the given reaction. (1) Given the reactants [Br:1][C:2]1[CH:3]=[CH:4][C:5]([N+:10]([O-])=O)=[C:6]([NH:8][CH3:9])[CH:7]=1, predict the reaction product. The product is: [Br:1][C:2]1[CH:3]=[CH:4][C:5]([NH2:10])=[C:6]([NH:8][CH3:9])[CH:7]=1. (2) The product is: [CH3:23][C:21]1[CH:20]=[CH:19][C:18]2[N:14]([CH:11]3[CH2:10][CH2:9][NH:8][CH2:13][CH2:12]3)[C:15]([C:24](=[O:26])[CH3:25])=[N:16][C:17]=2[CH:22]=1. Given the reactants C(OC([N:8]1[CH2:13][CH2:12][CH:11]([N:14]2[C:18]3[CH:19]=[CH:20][C:21]([CH3:23])=[CH:22][C:17]=3[N:16]=[C:15]2[C:24](=[O:26])[CH3:25])[CH2:10][CH2:9]1)=O)(C)(C)C, predict the reaction product. (3) Given the reactants Cl[C:2]1[N:7]=[CH:6][C:5]([N:8]([CH3:25])[C:9](=[O:24])[C:10]2[CH:15]=[C:14]([C:16]([F:19])([F:18])[F:17])[CH:13]=[C:12]([S:20]([CH3:23])(=[O:22])=[O:21])[CH:11]=2)=[C:4]([C:26]2[CH:31]=[CH:30][C:29]([F:32])=[CH:28][C:27]=2[O:33][CH3:34])[CH:3]=1.[Cl-].C[Zn+].[CH3:38]N1CCN(C)C1=O.C(O)(=O)CC(CC(O)=O)(C(O)=O)O, predict the reaction product. The product is: [F:32][C:29]1[CH:30]=[CH:31][C:26]([C:4]2[CH:3]=[C:2]([CH3:38])[N:7]=[CH:6][C:5]=2[N:8]([CH3:25])[C:9](=[O:24])[C:10]2[CH:15]=[C:14]([C:16]([F:19])([F:18])[F:17])[CH:13]=[C:12]([S:20]([CH3:23])(=[O:21])=[O:22])[CH:11]=2)=[C:27]([O:33][CH3:34])[CH:28]=1.